This data is from Forward reaction prediction with 1.9M reactions from USPTO patents (1976-2016). The task is: Predict the product of the given reaction. (1) Given the reactants [C:1]([NH:4][C@H:5]([C:17]([O:19]C)=O)[CH2:6][C:7]1[CH:12]=[CH:11][C:10]([NH2:13])=[C:9]([CH:14]([CH3:16])[CH3:15])[CH:8]=1)(=[O:3])[CH3:2].[CH3:21][O:22][C:23](=[O:37])[CH:24]([NH:29][C:30](=[O:36])[CH2:31][CH2:32][CH2:33][CH2:34][NH2:35])[CH2:25][CH2:26][S:27][CH3:28].Cl.CN(C)CCCN=C=NCC.ON1C2C=CC=CC=2N=N1, predict the reaction product. The product is: [C:1]([NH:4][C@H:5]([C:17]([NH:35][CH2:34][CH2:33][CH2:32][CH2:31][C:30]([NH:29][C@H:24]([C:23]([O:22][CH3:21])=[O:37])[CH2:25][CH2:26][S:27][CH3:28])=[O:36])=[O:19])[CH2:6][C:7]1[CH:12]=[CH:11][C:10]([NH2:13])=[C:9]([CH:14]([CH3:15])[CH3:16])[CH:8]=1)(=[O:3])[CH3:2]. (2) Given the reactants [CH:1]([C:4]1[C:5]([O:17][CH2:18][CH2:19][CH3:20])=[C:6]([CH:14]=[CH:15][CH:16]=1)[CH2:7][N:8]([CH3:13])[C:9](=[O:12])[CH:10]=[CH2:11])([CH3:3])[CH3:2].C(N(C(C)C)CC)(C)C.Br[C:31]1[CH:42]=[N:41][C:34]2[NH:35][C:36](=[O:40])[CH2:37][NH:38][CH2:39][C:33]=2[CH:32]=1.CC1C=CC=CC=1P(C1C=CC=CC=1C)C1C=CC=CC=1C, predict the reaction product. The product is: [CH:1]([C:4]1[C:5]([O:17][CH2:18][CH2:19][CH3:20])=[C:6]([CH:14]=[CH:15][CH:16]=1)[CH2:7][N:8]([CH3:13])[C:9](=[O:12])/[CH:10]=[CH:11]/[C:31]1[CH:42]=[N:41][C:34]2[NH:35][C:36](=[O:40])[CH2:37][NH:38][CH2:39][C:33]=2[CH:32]=1)([CH3:3])[CH3:2]. (3) Given the reactants [O:1]=[C:2]1[N:6]([C:7]2[CH:8]=[CH:9][C:10]3[S:15][CH2:14][C:13](=[O:16])[NH:12][C:11]=3[CH:17]=2)[CH2:5][C@@H:4]([CH2:18][CH2:19][CH2:20][NH:21][C@H:22]2[C:32]3[C:33]4[N:24]([C:25](=[O:34])[CH:26]=[N:27][C:28]=4[CH:29]=[CH:30][CH:31]=3)[CH2:23]2)[O:3]1.[BH4-].[Na+], predict the reaction product. The product is: [O:1]=[C:2]1[N:6]([C:7]2[CH:8]=[CH:9][C:10]3[S:15][CH2:14][C:13](=[O:16])[NH:12][C:11]=3[CH:17]=2)[CH2:5][C@@H:4]([CH2:18][CH2:19][CH2:20][NH:21][C@H:22]2[C:32]3[C:33]4[N:24]([C:25](=[O:34])[CH2:26][NH:27][C:28]=4[CH:29]=[CH:30][CH:31]=3)[CH2:23]2)[O:3]1. (4) Given the reactants Br[C:2]1[CH:3]=[N:4][C:5]2[C:10]([CH:11]=1)=[CH:9][C:8]([OH:12])=[CH:7][C:6]=2[CH3:13].[I-:14].[Na+].CN(C)CCN(C)C, predict the reaction product. The product is: [I:14][C:2]1[CH:3]=[N:4][C:5]2[C:10]([CH:11]=1)=[CH:9][C:8]([OH:12])=[CH:7][C:6]=2[CH3:13]. (5) Given the reactants Cl[C:2]1[N:7]([CH3:8])[C:6](=[O:9])[N:5]([CH3:10])[C:4](=[O:11])[C:3]=1[CH:12]=[O:13].C(N(CC)CC)C.[C:21]1([N:27]2[CH2:32][CH2:31][NH:30][CH2:29][CH2:28]2)[CH:26]=[CH:25][CH:24]=[CH:23][CH:22]=1, predict the reaction product. The product is: [CH3:8][N:7]1[C:2]([N:30]2[CH2:31][CH2:32][N:27]([C:21]3[CH:26]=[CH:25][CH:24]=[CH:23][CH:22]=3)[CH2:28][CH2:29]2)=[C:3]([CH:12]=[O:13])[C:4](=[O:11])[N:5]([CH3:10])[C:6]1=[O:9]. (6) Given the reactants [CH3:1][C@@H:2]1[N:13]([CH3:14])[C:12](=[O:15])[C@H:11]([CH2:16][C:17](O)=[O:18])[CH2:10][CH:9]=[CH:8][CH2:7][CH2:6][C:5](=[O:20])[O:4][C@@H:3]1[C:21]1[CH:26]=[CH:25][CH:24]=[CH:23][CH:22]=1.[CH3:27][N:28]1[CH2:33][CH2:32][CH:31]([CH2:34][NH2:35])[CH2:30][CH2:29]1.CO.C(Cl)Cl, predict the reaction product. The product is: [CH3:1][C@@H:2]1[N:13]([CH3:14])[C:12](=[O:15])[C@H:11]([CH2:16][C:17]([NH:35][CH2:34][CH:31]2[CH2:32][CH2:33][N:28]([CH3:27])[CH2:29][CH2:30]2)=[O:18])[CH2:10][CH:9]=[CH:8][CH2:7][CH2:6][C:5](=[O:20])[O:4][C@@H:3]1[C:21]1[CH:22]=[CH:23][CH:24]=[CH:25][CH:26]=1.